From a dataset of Forward reaction prediction with 1.9M reactions from USPTO patents (1976-2016). Predict the product of the given reaction. (1) Given the reactants S(=O)(=O)(O)O.CO[CH:8](OC)[C:9]([NH:11][CH:12]([C:14]1[CH:19]=[CH:18][CH:17]=[CH:16][CH:15]=1)[CH3:13])=[O:10], predict the reaction product. The product is: [CH3:13][C:12]1[C:14]2[C:19](=[CH:18][CH:17]=[CH:16][CH:15]=2)[CH:8]=[C:9]([OH:10])[N:11]=1. (2) Given the reactants Br[C:2]1[CH:3]=[C:4]([CH:8]2[O:12]CCO2)[S:5][C:6]=1[CH3:7].C([Li])CCC.[C:18](=[O:20])=[O:19].C(=O)([O-])O.[Na+], predict the reaction product. The product is: [CH:8]([C:4]1[S:5][C:6]([CH3:7])=[C:2]([C:18]([OH:20])=[O:19])[CH:3]=1)=[O:12]. (3) Given the reactants [CH2:1]([N:5]([CH2:35][CH2:36][CH2:37][CH3:38])[C:6]([C:8]1[N:9]=[C:10]([C:14]2[CH:22]=[CH:21][C:17]([C:18](O)=[O:19])=[CH:16][C:15]=2[C:23]([N:25]2[CH2:34][CH2:33][C:32]3[C:27](=[CH:28][CH:29]=[CH:30][CH:31]=3)[CH2:26]2)=[O:24])[N:11]([CH3:13])[CH:12]=1)=[O:7])[CH2:2][CH2:3][CH3:4].[I:39][C:40]1[CH:41]=[CH:42][CH:43]=[C:44]2[C:49]=1[CH:48]=[C:47]([S:50]([NH2:53])(=[O:52])=[O:51])[CH:46]=[CH:45]2, predict the reaction product. The product is: [CH2:1]([N:5]([CH2:35][CH2:36][CH2:37][CH3:38])[C:6]([C:8]1[N:9]=[C:10]([C:14]2[CH:22]=[CH:21][C:17]([C:18](=[O:19])[NH:53][S:50]([C:47]3[CH:46]=[CH:45][C:44]4[C:49](=[C:40]([I:39])[CH:41]=[CH:42][CH:43]=4)[CH:48]=3)(=[O:51])=[O:52])=[CH:16][C:15]=2[C:23]([N:25]2[CH2:34][CH2:33][C:32]3[C:27](=[CH:28][CH:29]=[CH:30][CH:31]=3)[CH2:26]2)=[O:24])[N:11]([CH3:13])[CH:12]=1)=[O:7])[CH2:2][CH2:3][CH3:4]. (4) Given the reactants [Br:1][C:2]1[CH:3]=[CH:4][C:5]([Cl:19])=[C:6]([C:8]([C:10]2[CH:15]=[CH:14][C:13]([O:16][CH2:17][CH3:18])=[CH:12][CH:11]=2)=O)[CH:7]=1.[Na].[Cl-].[Al+3].[Cl-].[Cl-], predict the reaction product. The product is: [Br:1][C:2]1[CH:3]=[CH:4][C:5]([Cl:19])=[C:6]([CH2:8][C:10]2[CH:15]=[CH:14][C:13]([O:16][CH2:17][CH3:18])=[CH:12][CH:11]=2)[CH:7]=1.